Dataset: Peptide-MHC class I binding affinity with 185,985 pairs from IEDB/IMGT. Task: Regression. Given a peptide amino acid sequence and an MHC pseudo amino acid sequence, predict their binding affinity value. This is MHC class I binding data. (1) The peptide sequence is AALEGLSGF. The MHC is HLA-B40:01 with pseudo-sequence HLA-B40:01. The binding affinity (normalized) is 0.213. (2) The peptide sequence is AVGIGLRLV. The MHC is HLA-A02:19 with pseudo-sequence HLA-A02:19. The binding affinity (normalized) is 0.362.